Dataset: Catalyst prediction with 721,799 reactions and 888 catalyst types from USPTO. Task: Predict which catalyst facilitates the given reaction. (1) Reactant: [H-].[Al+3].[Li+].[H-].[H-].[H-].C([O:10][CH2:11][CH2:12][O:13][C:14]1[N:19]=[C:18]([CH3:20])[C:17]([C:21]2[C:22]([CH3:31])=[C:23]([CH:28]=[CH:29][CH:30]=2)[C:24](OC)=[O:25])=[CH:16][C:15]=1[CH3:32])(=O)C.O. Product: [OH:25][CH2:24][C:23]1[C:22]([CH3:31])=[C:21]([C:17]2[CH:16]=[C:15]([CH3:32])[C:14]([O:13][CH2:12][CH2:11][OH:10])=[N:19][C:18]=2[CH3:20])[CH:30]=[CH:29][CH:28]=1. The catalyst class is: 1. (2) Reactant: [Cl:1][C:2]1[CH:3]=[CH:4][C:5]2[O:10][CH:9]([C:11]([F:14])([F:13])[F:12])[C:8]([C:15]([O:17]CC)=[O:16])=[CH:7][C:6]=2[CH:20]=1.[OH-].[Li+].Cl. The catalyst class is: 24. Product: [Cl:1][C:2]1[CH:3]=[CH:4][C:5]2[O:10][CH:9]([C:11]([F:13])([F:12])[F:14])[C:8]([C:15]([OH:17])=[O:16])=[CH:7][C:6]=2[CH:20]=1.